This data is from Forward reaction prediction with 1.9M reactions from USPTO patents (1976-2016). The task is: Predict the product of the given reaction. (1) Given the reactants [OH-].[Na+].[CH3:3][C:4]1[CH:5]=[C:6]([OH:12])[CH:7]=[N:8][C:9]=1[S:10][CH3:11].Cl[CH:14]([F:16])[F:15], predict the reaction product. The product is: [F:15][CH:14]([F:16])[O:12][C:6]1[CH:5]=[C:4]([CH3:3])[C:9]([S:10][CH3:11])=[N:8][CH:7]=1. (2) Given the reactants Cl.[CH3:2][O:3][C:4]1[C:12]2[O:11][C:10]([CH3:14])([CH3:13])[CH2:9][C:8]=2[C:7]([C:15]2[CH2:16][C:17]([CH3:29])([CH3:28])[C:18](=[O:27])[N:19]([CH:21]3[CH2:26][CH2:25][NH:24][CH2:23][CH2:22]3)[N:20]=2)=[CH:6][CH:5]=1.[C:30]([O:34][C:35]([NH:37][CH2:38][C:39](O)=[O:40])=[O:36])([CH3:33])([CH3:32])[CH3:31].CN(C(ON1N=NC2C=CC=CC1=2)=[N+](C)C)C.F[P-](F)(F)(F)(F)F.CCN(C(C)C)C(C)C.C(=O)(O)[O-].[Na+], predict the reaction product. The product is: [CH3:2][O:3][C:4]1[C:12]2[O:11][C:10]([CH3:14])([CH3:13])[CH2:9][C:8]=2[C:7]([C:15]2[CH2:16][C:17]([CH3:29])([CH3:28])[C:18](=[O:27])[N:19]([CH:21]3[CH2:26][CH2:25][N:24]([C:39](=[O:40])[CH2:38][NH:37][C:35](=[O:36])[O:34][C:30]([CH3:31])([CH3:32])[CH3:33])[CH2:23][CH2:22]3)[N:20]=2)=[CH:6][CH:5]=1. (3) Given the reactants [CH3:1][CH:2]([CH3:6])[C:3](Cl)=[O:4].[Br:7][C:8]1[CH:9]=[C:10]([CH:12]=[CH:13][C:14]=1[CH3:15])[NH2:11], predict the reaction product. The product is: [Br:7][C:8]1[CH:9]=[C:10]([NH:11][C:3](=[O:4])[CH:2]([CH3:6])[CH3:1])[CH:12]=[CH:13][C:14]=1[CH3:15]. (4) Given the reactants Cl.[Cl:2][C:3]1[CH:4]=[C:5]([N:9]2[CH2:13][C@@:12]3([CH2:17][C@@H:16]([C:18]([O:20][C:21](C)(C)C)=[O:19])[N:15](C(OC(C)(C)C)=O)[CH2:14]3)[O:11][C:10]2=[O:32])[CH:6]=[CH:7][CH:8]=1, predict the reaction product. The product is: [CH3:21][O:20][C:18]([C@@H:16]1[CH2:17][C@:12]2([O:11][C:10](=[O:32])[N:9]([C:5]3[CH:6]=[CH:7][CH:8]=[C:3]([Cl:2])[CH:4]=3)[CH2:13]2)[CH2:14][NH:15]1)=[O:19]. (5) Given the reactants [CH:1]1([N:7]2[C:11]([CH2:12][O:13][CH3:14])=[C:10]([C:15]([OH:17])=O)[CH:9]=[N:8]2)[CH2:6][CH2:5][CH2:4][CH2:3][CH2:2]1.[NH2:18][C:19](=[N:39]O)[C:20]1[CH:29]=[C:28]2[C:23]([CH2:24][CH2:25][N:26]([CH2:30][CH2:31][C:32]([O:34][C:35]([CH3:38])([CH3:37])[CH3:36])=[O:33])[CH2:27]2)=[CH:22][CH:21]=1.Cl.C(N=C=NCCCN(C)C)C.N1C=CC=CC=1, predict the reaction product. The product is: [CH:1]1([N:7]2[C:11]([CH2:12][O:13][CH3:14])=[C:10]([C:15]3[O:17][N:18]=[C:19]([C:20]4[CH:29]=[C:28]5[C:23]([CH2:24][CH2:25][N:26]([CH2:30][CH2:31][C:32]([O:34][C:35]([CH3:38])([CH3:37])[CH3:36])=[O:33])[CH2:27]5)=[CH:22][CH:21]=4)[N:39]=3)[CH:9]=[N:8]2)[CH2:2][CH2:3][CH2:4][CH2:5][CH2:6]1. (6) Given the reactants [C:1]1([CH2:7][C:8](=[O:12])[C:9]([OH:11])=[O:10])[CH:6]=[CH:5][CH:4]=[CH:3][CH:2]=1.[Br:13]Br, predict the reaction product. The product is: [Br:13][CH:7]([C:1]1[CH:6]=[CH:5][CH:4]=[CH:3][CH:2]=1)[C:8](=[O:12])[C:9]([OH:11])=[O:10]. (7) Given the reactants [CH3:1][O:2][C:3]([C@@H:5]1[CH2:18][C@H:17]([O:19][S:20]([C:23]2[CH:28]=[CH:27][CH:26]=[CH:25][CH:24]=2)(=[O:22])=[O:21])[C:16](=[O:29])[C@H:15]2[C@@:6]1([CH3:37])[CH2:7][CH2:8][C@H:9]1[C@:14]2([CH3:30])[CH2:13][C@@H:12]([C:31]2[CH:35]=[CH:34][O:33][CH:32]=2)[O:11][C:10]1=[O:36])=[O:4].[CH3:38]C1C=CC(S(Cl)(=O)=O)=CC=1, predict the reaction product. The product is: [CH3:1][O:2][C:3]([C@@H:5]1[CH2:18][C@H:17]([O:19][S:20]([C:23]2[CH:28]=[CH:27][C:26]([CH3:38])=[CH:25][CH:24]=2)(=[O:22])=[O:21])[C:16](=[O:29])[C@H:15]2[C@@:6]1([CH3:37])[CH2:7][CH2:8][C@H:9]1[C@:14]2([CH3:30])[CH2:13][C@@H:12]([C:31]2[CH:35]=[CH:34][O:33][CH:32]=2)[O:11][C:10]1=[O:36])=[O:4]. (8) Given the reactants [N+:1]([C:4]1[CH:9]=[CH:8][C:7]([S:10](Cl)(=[O:12])=[O:11])=[CH:6][CH:5]=1)([O-:3])=[O:2].[N:14]1[CH:19]=[CH:18][CH:17]=[CH:16][CH:15]=1.N1CCCCC1, predict the reaction product. The product is: [N+:1]([C:4]1[CH:9]=[CH:8][C:7]([S:10]([N:14]2[CH2:19][CH2:18][CH2:17][CH2:16][CH2:15]2)(=[O:12])=[O:11])=[CH:6][CH:5]=1)([O-:3])=[O:2]. (9) Given the reactants [N:1]1[CH:6]=[C:5](B(O)O)[CH:4]=[N:3][CH:2]=1.Br[C:11]1[CH:12]=[C:13]([CH:15]=[CH:16][CH:17]=1)[NH2:14].C([O-])([O-])=O.[Na+].[Na+], predict the reaction product. The product is: [N:1]1[CH:6]=[C:5]([C:11]2[CH:12]=[C:13]([NH2:14])[CH:15]=[CH:16][CH:17]=2)[CH:4]=[N:3][CH:2]=1. (10) Given the reactants [CH2:1](Cl)CCl.[C:5]([C:7]1[CH:12]=[CH:11][C:10]([NH:13][C@@H:14]([C:18]([OH:20])=O)[CH:15]([CH3:17])[CH3:16])=[CH:9][C:8]=1[C:21]([F:24])([F:23])[F:22])#[N:6].FC(F)(F)C1C=C(F)C=CC=1[C:29]#[N:30], predict the reaction product. The product is: [C:5]([C:7]1[CH:12]=[CH:11][C:10]([NH:13][C@@H:14]([C:18]([N:30]([CH3:29])[CH3:1])=[O:20])[CH:15]([CH3:16])[CH3:17])=[CH:9][C:8]=1[C:21]([F:24])([F:23])[F:22])#[N:6].